Dataset: Forward reaction prediction with 1.9M reactions from USPTO patents (1976-2016). Task: Predict the product of the given reaction. (1) Given the reactants O1CCC[CH2:2]1.CC(C)([O-])C.[K+].[Si:12]([O:19][C@@H:20]1[C@@:37]2([CH3:38])[C:24](=[CH:25][CH2:26][C@@H:27]3[C@@H:36]2[CH2:35][CH2:34][C@@:32]2([CH3:33])[C@H:28]3[CH2:29][CH2:30][CH2:31]2)[CH2:23][C@@H:22]([O:39][Si:40]([C:43]([CH3:46])([CH3:45])[CH3:44])([CH3:42])[CH3:41])[CH2:21]1)([C:15]([CH3:18])([CH3:17])[CH3:16])([CH3:14])[CH3:13], predict the reaction product. The product is: [Si:12]([O:19][C@@H:20]1[C@@:37]2([CH3:38])[C:24](=[CH:25][CH2:26][C@@H:27]3[C@@H:36]2[CH2:35][CH2:34][C@@:32]2([CH3:33])[C@H:28]3[CH2:29][CH2:30][C:31]2=[CH2:2])[CH2:23][C@@H:22]([O:39][Si:40]([C:43]([CH3:46])([CH3:45])[CH3:44])([CH3:41])[CH3:42])[CH2:21]1)([C:15]([CH3:18])([CH3:17])[CH3:16])([CH3:14])[CH3:13]. (2) Given the reactants [CH3:1][O:2][C:3]1[CH:14]=[CH:13][C:6]([CH2:7][NH:8][CH:9]([CH3:12])[CH2:10][OH:11])=[CH:5][CH:4]=1.C(N(CC)CC)C.[Br:22][CH2:23][C:24](Br)=[O:25], predict the reaction product. The product is: [CH3:1][O:2][C:3]1[CH:14]=[CH:13][C:6]([CH2:7][N:8]([CH:9]([CH3:12])[CH2:10][OH:11])[C:24](=[O:25])[CH2:23][Br:22])=[CH:5][CH:4]=1. (3) Given the reactants [C:1]([C:5]1[N:10]=[C:9]([N:11]2[CH2:16][CH2:15][N:14]([CH2:17][CH2:18][C@H:19]3[CH2:24][CH2:23][C@H:22]([NH:25]C(=O)[O-])[CH2:21][CH2:20]3)[CH2:13][CH2:12]2)[CH:8]=[C:7]([CH:29]2[CH2:32][CH2:31][CH2:30]2)[N:6]=1)([CH3:4])([CH3:3])[CH3:2], predict the reaction product. The product is: [C:1]([C:5]1[N:10]=[C:9]([N:11]2[CH2:12][CH2:13][N:14]([CH2:17][CH2:18][C@H:19]3[CH2:20][CH2:21][C@H:22]([NH2:25])[CH2:23][CH2:24]3)[CH2:15][CH2:16]2)[CH:8]=[C:7]([CH:29]2[CH2:32][CH2:31][CH2:30]2)[N:6]=1)([CH3:4])([CH3:2])[CH3:3]. (4) Given the reactants [CH3:1][O:2][C:3](=[O:26])[CH:4]([C:9]1[CH:10]=[C:11]([C:16]2[CH:21]=[CH:20][C:19]([C:22]([F:25])([F:24])[F:23])=[CH:18][CH:17]=2)[CH:12]=[C:13]([OH:15])[CH:14]=1)[CH2:5][CH:6]([CH3:8])[CH3:7].[F:27][C:28]1[CH:33]=[CH:32][C:31](B(O)O)=[CH:30][CH:29]=1, predict the reaction product. The product is: [CH3:1][O:2][C:3](=[O:26])[CH:4]([C:9]1[CH:10]=[C:11]([C:16]2[CH:17]=[CH:18][C:19]([C:22]([F:23])([F:25])[F:24])=[CH:20][CH:21]=2)[CH:12]=[C:13]([O:15][C:31]2[CH:32]=[CH:33][C:28]([F:27])=[CH:29][CH:30]=2)[CH:14]=1)[CH2:5][CH:6]([CH3:8])[CH3:7].